This data is from Reaction yield outcomes from USPTO patents with 853,638 reactions. The task is: Predict the reaction yield, written as a fraction of the theoretical maximum amount of product (1.0 means a 100% yield; for example, 0.34 means a 34% yield). (1) The reactants are CC1C=CC(S(O[CH2:12][CH2:13][O:14][CH2:15][CH:16]([F:18])[F:17])(=O)=O)=CC=1.[Cl:19][C:20]1[CH:25]=[CH:24][C:23]([C@H:26]2[C@H:31]([OH:32])[C@@H:30]([OH:33])[C@H:29]([OH:34])[C@@H:28]([CH2:35][OH:36])[O:27]2)=[CH:22][C:21]=1[CH2:37][C:38]1[CH:43]=[CH:42][C:41]([OH:44])=[CH:40][CH:39]=1.C(=O)([O-])[O-].[Cs+].[Cs+]. The catalyst is CN(C=O)C.C(OCC)C. The product is [Cl:19][C:20]1[CH:25]=[CH:24][C:23]([C@H:26]2[C@H:31]([OH:32])[C@@H:30]([OH:33])[C@H:29]([OH:34])[C@@H:28]([CH2:35][OH:36])[O:27]2)=[CH:22][C:21]=1[CH2:37][C:38]1[CH:39]=[CH:40][C:41]([O:44][CH2:12][CH2:13][O:14][CH2:15][CH:16]([F:18])[F:17])=[CH:42][CH:43]=1. The yield is 0.0500. (2) The reactants are Cl[C:2]1[N:3]=[C:4]([N:19]2[CH2:24][CH2:23][O:22][CH2:21][CH2:20]2)[C:5]2[S:10][C:9]([CH2:11][N:12]3[CH2:17][CH2:16][N:15]([CH3:18])[CH2:14][CH2:13]3)=[CH:8][C:6]=2[N:7]=1.[NH:25]1[C:33]2[CH:32]=[CH:31][CH:30]=[C:29](B(O)O)[C:28]=2[CH:27]=[CH:26]1.C(=O)([O-])O.[Na+]. The catalyst is C1(C)C=CC=CC=1.C(O)C.O.Cl[Pd](Cl)([P](C1C=CC=CC=1)(C1C=CC=CC=1)C1C=CC=CC=1)[P](C1C=CC=CC=1)(C1C=CC=CC=1)C1C=CC=CC=1. The product is [NH:25]1[C:33]2[C:28](=[C:29]([C:2]3[N:3]=[C:4]([N:19]4[CH2:24][CH2:23][O:22][CH2:21][CH2:20]4)[C:5]4[S:10][C:9]([CH2:11][N:12]5[CH2:17][CH2:16][N:15]([CH3:18])[CH2:14][CH2:13]5)=[CH:8][C:6]=4[N:7]=3)[CH:30]=[CH:31][CH:32]=2)[CH:27]=[CH:26]1. The yield is 0.190.